Dataset: Forward reaction prediction with 1.9M reactions from USPTO patents (1976-2016). Task: Predict the product of the given reaction. Given the reactants [CH2:1]([O:3][C@@H:4]([C@H:9](O)[C:10]1[CH:15]=[CH:14][C:13]([C:16]2[CH:21]=[CH:20][CH:19]=[C:18]([CH2:22][NH:23][CH3:24])[CH:17]=2)=[CH:12][CH:11]=1)[C:5]([O:7][CH3:8])=[O:6])[CH3:2].C(N(CC)CC)C, predict the reaction product. The product is: [CH2:1]([O:3][C@@H:4]([CH2:9][C:10]1[CH:15]=[CH:14][C:13]([C:16]2[CH:21]=[CH:20][CH:19]=[C:18]([CH2:22][NH:23][CH3:24])[CH:17]=2)=[CH:12][CH:11]=1)[C:5]([O:7][CH3:8])=[O:6])[CH3:2].